This data is from Forward reaction prediction with 1.9M reactions from USPTO patents (1976-2016). The task is: Predict the product of the given reaction. (1) Given the reactants [CH3:1][S:2]([C:5]1[CH:11]=[CH:10][C:8]([NH2:9])=[CH:7][CH:6]=1)(=[O:4])=[O:3].P(=O)(O)(O)O.[N+]([O-])(O)=O.[N:21]([O-])=O.[Na+].[CH3:25][C:26](=[O:31])[CH2:27][C:28](=[O:30])[CH3:29].C([O-])(=O)C.[K+].C([O-])([O-])=O.[Na+].[Na+], predict the reaction product. The product is: [CH3:1][S:2]([C:5]1[CH:11]=[CH:10][C:8]([NH:9][N:21]=[C:27]([C:26](=[O:31])[CH3:25])[C:28](=[O:30])[CH3:29])=[CH:7][CH:6]=1)(=[O:3])=[O:4]. (2) The product is: [CH:21]([C:23]1[CH:28]=[CH:27][C:26]([C:2]2[CH:20]=[CH:19][CH:18]=[C:4]([CH2:5][N:6]([CH2:15][CH2:16][CH3:17])[C:7](=[O:14])[C:8]3[CH:13]=[CH:12][CH:11]=[CH:10][CH:9]=3)[CH:3]=2)=[CH:25][CH:24]=1)=[O:22]. Given the reactants Br[C:2]1[CH:3]=[C:4]([CH:18]=[CH:19][CH:20]=1)[CH2:5][N:6]([CH2:15][CH2:16][CH3:17])[C:7](=[O:14])[C:8]1[CH:13]=[CH:12][CH:11]=[CH:10][CH:9]=1.[CH:21]([C:23]1[CH:28]=[CH:27][C:26](B(O)O)=[CH:25][CH:24]=1)=[O:22], predict the reaction product. (3) Given the reactants [F:1][C:2]1[CH:7]=[CH:6][C:5]([CH2:8][CH2:9][CH2:10][C:11]([NH:13][CH3:14])=O)=[CH:4][CH:3]=1.[BH4-].[Na+].II.CO, predict the reaction product. The product is: [F:1][C:2]1[CH:3]=[CH:4][C:5]([CH2:8][CH2:9][CH2:10][CH2:11][NH:13][CH3:14])=[CH:6][CH:7]=1. (4) Given the reactants [OH:1][CH2:2][C:3]1[CH:8]=[CH:7][C:6]([N:9]=[N:10][C:11]2[CH:16]=[CH:15][C:14]([OH:17])=[CH:13][CH:12]=2)=[CH:5][CH:4]=1.Br[CH2:19][C:20]([O:22][CH3:23])=[O:21].C([O-])([O-])=O.[K+].[K+], predict the reaction product. The product is: [C:20]([CH2:19][O:17][C:14]1[CH:15]=[CH:16][C:11]([N:10]=[N:9][C:6]2[CH:5]=[CH:4][C:3]([CH2:2][OH:1])=[CH:8][CH:7]=2)=[CH:12][CH:13]=1)([O:22][CH3:23])=[O:21]. (5) Given the reactants [CH3:1][C:2]1[NH:3][C:4]2[C:9]([C:10]=1[CH:11]1[CH2:16][NH:15][CH2:14][C:13](=[O:17])[CH2:12]1)=[CH:8][CH:7]=[CH:6][CH:5]=2.C(N(CC)CC)C.[Br:25][C:26]1[CH:33]=[CH:32][C:29]([CH2:30]Br)=[CH:28][CH:27]=1, predict the reaction product. The product is: [Br:25][C:26]1[CH:33]=[CH:32][C:29]([CH2:30][N:15]2[CH2:16][CH:11]([C:10]3[C:9]4[C:4](=[CH:5][CH:6]=[CH:7][CH:8]=4)[NH:3][C:2]=3[CH3:1])[CH2:12][C:13](=[O:17])[CH2:14]2)=[CH:28][CH:27]=1. (6) Given the reactants C([Li])CCC.Br[C:7]1[C:11]([C:12]2[CH:17]=[CH:16][CH:15]=[CH:14][CH:13]=2)=[CH:10][N:9]([CH3:18])[C:8]=1[CH3:19].C1C=CC(S(N(S(C2C=CC=CC=2)(=O)=O)[F:30])(=O)=O)=CC=1, predict the reaction product. The product is: [F:30][C:7]1[C:11]([C:12]2[CH:17]=[CH:16][CH:15]=[CH:14][CH:13]=2)=[CH:10][N:9]([CH3:18])[C:8]=1[CH3:19]. (7) Given the reactants [CH3:1][O:2][CH2:3][CH2:4][O:5][C:6]1[CH:14]=[CH:13][C:9]2[O:10][CH2:11][O:12][C:8]=2[C:7]=1[C:15]1[C:16]2[NH:23][CH:22]=[C:21]([C:24](O)=[O:25])[C:17]=2[N:18]=[CH:19][N:20]=1.[C:27]([O:31][C:32](=[O:41])[NH:33][C@H:34]1[CH2:39][CH2:38][C@@H:37]([NH2:40])[CH2:36][CH2:35]1)([CH3:30])([CH3:29])[CH3:28], predict the reaction product. The product is: [C:27]([O:31][C:32](=[O:41])[NH:33][C@H:34]1[CH2:35][CH2:36][C@@H:37]([NH:40][C:24]([C:21]2[C:17]3[N:18]=[CH:19][N:20]=[C:15]([C:7]4[C:8]5[O:12][CH2:11][O:10][C:9]=5[CH:13]=[CH:14][C:6]=4[O:5][CH2:4][CH2:3][O:2][CH3:1])[C:16]=3[NH:23][CH:22]=2)=[O:25])[CH2:38][CH2:39]1)([CH3:30])([CH3:28])[CH3:29]. (8) The product is: [O:50]=[C:49]([N:51]1[CH2:52][CH2:53][N:54]([C:57](=[O:68])[C:58]2[CH:63]=[CH:62][CH:61]=[CH:60][C:59]=2[C:64]([F:67])([F:65])[F:66])[CH2:55][CH2:56]1)[CH2:48][NH:47][C:41](=[O:43])[C:40]1[CH:39]=[CH:38][C:37]([C:33]2[CH:34]=[CH:35][CH:36]=[CH:2][N:3]=2)=[CH:45][CH:44]=1. Given the reactants C[CH2:2][N:3](C(C)C)C(C)C.C1C=CC2N(O)N=NC=2C=1.CCN=C=NCCCN(C)C.N1[CH:36]=[CH:35][CH:34]=[C:33]([C:37]2[CH:45]=[CH:44][C:40]([C:41]([OH:43])=O)=[CH:39][CH:38]=2)C=1.Cl.[NH2:47][CH2:48][C:49]([N:51]1[CH2:56][CH2:55][N:54]([C:57](=[O:68])[C:58]2[CH:63]=[CH:62][CH:61]=[CH:60][C:59]=2[C:64]([F:67])([F:66])[F:65])[CH2:53][CH2:52]1)=[O:50].Cl.CO, predict the reaction product.